From a dataset of NCI-60 drug combinations with 297,098 pairs across 59 cell lines. Regression. Given two drug SMILES strings and cell line genomic features, predict the synergy score measuring deviation from expected non-interaction effect. (1) Drug 1: CC1=CC2C(CCC3(C2CCC3(C(=O)C)OC(=O)C)C)C4(C1=CC(=O)CC4)C. Drug 2: CC1C(C(=O)NC(C(=O)N2CCCC2C(=O)N(CC(=O)N(C(C(=O)O1)C(C)C)C)C)C(C)C)NC(=O)C3=C4C(=C(C=C3)C)OC5=C(C(=O)C(=C(C5=N4)C(=O)NC6C(OC(=O)C(N(C(=O)CN(C(=O)C7CCCN7C(=O)C(NC6=O)C(C)C)C)C)C(C)C)C)N)C. Cell line: EKVX. Synergy scores: CSS=3.83, Synergy_ZIP=2.31, Synergy_Bliss=4.04, Synergy_Loewe=3.51, Synergy_HSA=3.52. (2) Drug 1: C1=CC=C(C=C1)NC(=O)CCCCCCC(=O)NO. Drug 2: C1=CN(C=N1)CC(O)(P(=O)(O)O)P(=O)(O)O. Cell line: NCI-H460. Synergy scores: CSS=18.1, Synergy_ZIP=1.99, Synergy_Bliss=3.26, Synergy_Loewe=-11.2, Synergy_HSA=2.37. (3) Drug 2: CC1=C(N=C(N=C1N)C(CC(=O)N)NCC(C(=O)N)N)C(=O)NC(C(C2=CN=CN2)OC3C(C(C(C(O3)CO)O)O)OC4C(C(C(C(O4)CO)O)OC(=O)N)O)C(=O)NC(C)C(C(C)C(=O)NC(C(C)O)C(=O)NCCC5=NC(=CS5)C6=NC(=CS6)C(=O)NCCC[S+](C)C)O. Drug 1: CS(=O)(=O)C1=CC(=C(C=C1)C(=O)NC2=CC(=C(C=C2)Cl)C3=CC=CC=N3)Cl. Synergy scores: CSS=5.54, Synergy_ZIP=-3.67, Synergy_Bliss=-3.93, Synergy_Loewe=-7.71, Synergy_HSA=-5.24. Cell line: DU-145. (4) Drug 1: C1=CC(=CC=C1CCC2=CNC3=C2C(=O)NC(=N3)N)C(=O)NC(CCC(=O)O)C(=O)O. Drug 2: C1=CN(C=N1)CC(O)(P(=O)(O)O)P(=O)(O)O. Cell line: DU-145. Synergy scores: CSS=21.2, Synergy_ZIP=-1.67, Synergy_Bliss=0.544, Synergy_Loewe=-7.66, Synergy_HSA=1.36.